From a dataset of Forward reaction prediction with 1.9M reactions from USPTO patents (1976-2016). Predict the product of the given reaction. Given the reactants N12CCCN=C1CCCCC2.Cl.[NH2:13][CH2:14][C:15]1[CH:23]=[CH:22][CH:21]=[C:20]2[C:16]=1[C:17](=[O:33])[N:18]([CH:25]1[CH2:30][CH2:29][C:28](=[O:31])[NH:27][C:26]1=[O:32])[C:19]2=[O:24].[CH:34]1([C:40](Cl)=[O:41])[CH2:39][CH2:38][CH2:37][CH2:36][CH2:35]1, predict the reaction product. The product is: [O:32]=[C:26]1[CH:25]([N:18]2[C:17](=[O:33])[C:16]3[C:20](=[CH:21][CH:22]=[CH:23][C:15]=3[CH2:14][NH:13][C:40]([CH:34]3[CH2:39][CH2:38][CH2:37][CH2:36][CH2:35]3)=[O:41])[C:19]2=[O:24])[CH2:30][CH2:29][C:28](=[O:31])[NH:27]1.